This data is from Catalyst prediction with 721,799 reactions and 888 catalyst types from USPTO. The task is: Predict which catalyst facilitates the given reaction. (1) Reactant: [C:1]([NH:20][C@H:21]([C:31]([O:33][C:34]([CH3:37])([CH3:36])[CH3:35])=[O:32])[CH2:22][CH2:23][C:24]([O:26][C:27]([CH3:30])([CH3:29])[CH3:28])=[O:25])([C:14]1[CH:19]=[CH:18][CH:17]=[CH:16][CH:15]=1)([C:8]1[CH:13]=[CH:12][CH:11]=[CH:10][CH:9]=1)[C:2]1[CH:7]=[CH:6][CH:5]=[CH:4][CH:3]=1.Br[CH2:39][C:40]1[CH:45]=[CH:44][C:43]([O:46][CH2:47][C:48]2[CH:53]=[CH:52][CH:51]=[CH:50][CH:49]=2)=[CH:42][CH:41]=1. Product: [CH2:47]([O:46][C:43]1[CH:42]=[CH:41][C:40]([CH2:39][CH:23]([C:24]([O:26][C:27]([CH3:30])([CH3:28])[CH3:29])=[O:25])[CH2:22][C@@H:21]([C:31]([O:33][C:34]([CH3:37])([CH3:36])[CH3:35])=[O:32])[NH:20][C:1]([C:8]2[CH:13]=[CH:12][CH:11]=[CH:10][CH:9]=2)([C:14]2[CH:15]=[CH:16][CH:17]=[CH:18][CH:19]=2)[C:2]2[CH:7]=[CH:6][CH:5]=[CH:4][CH:3]=2)=[CH:45][CH:44]=1)[C:48]1[CH:49]=[CH:50][CH:51]=[CH:52][CH:53]=1. The catalyst class is: 7. (2) Reactant: [C:1]([C:3]1[CH:8]=[CH:7][C:6]([C:9]2(O)[CH2:14][CH2:13][N:12]([C:15]([O:17][C:18]([CH3:21])([CH3:20])[CH3:19])=[O:16])[CH2:11][CH2:10]2)=[CH:5][CH:4]=1)#[N:2].O=P(Cl)(Cl)Cl. Product: [C:1]([C:3]1[CH:4]=[CH:5][C:6]([C:9]2[CH2:14][CH2:13][N:12]([C:15]([O:17][C:18]([CH3:21])([CH3:20])[CH3:19])=[O:16])[CH2:11][CH:10]=2)=[CH:7][CH:8]=1)#[N:2]. The catalyst class is: 17.